Dataset: Catalyst prediction with 721,799 reactions and 888 catalyst types from USPTO. Task: Predict which catalyst facilitates the given reaction. (1) Reactant: P(Br)(Br)([Br:3])=O.[CH:6]1([CH2:9][N:10]2[CH:15]=[CH:14][C:13](O)=[CH:12][C:11]2=[O:17])[CH2:8][CH2:7]1. Product: [Br:3][C:13]1[CH:14]=[CH:15][N:10]([CH2:9][CH:6]2[CH2:8][CH2:7]2)[C:11](=[O:17])[CH:12]=1. The catalyst class is: 3. (2) Reactant: [CH2:1]([O:3][C:4]([N:6]1[C:15]2[C:10](=[CH:11][C:12]([C:16]([F:19])([F:18])[F:17])=[CH:13][CH:14]=2)[CH:9]([CH:20]([C:25]2[CH:30]=[C:29]([C:31]([F:34])([F:33])[F:32])[CH:28]=[C:27]([C:35]([F:38])([F:37])[F:36])[CH:26]=2)[C:21]([O:23]C)=[O:22])[CH2:8][CH:7]1[CH2:39][CH3:40])=[O:5])[CH3:2].[OH-].[Na+].Cl. Product: [CH2:1]([O:3][C:4]([N:6]1[C:15]2[C:10](=[CH:11][C:12]([C:16]([F:17])([F:18])[F:19])=[CH:13][CH:14]=2)[CH:9]([CH:20]([C:25]2[CH:26]=[C:27]([C:35]([F:36])([F:37])[F:38])[CH:28]=[C:29]([C:31]([F:33])([F:32])[F:34])[CH:30]=2)[C:21]([OH:23])=[O:22])[CH2:8][CH:7]1[CH2:39][CH3:40])=[O:5])[CH3:2]. The catalyst class is: 7.